From a dataset of Catalyst prediction with 721,799 reactions and 888 catalyst types from USPTO. Predict which catalyst facilitates the given reaction. (1) Reactant: [F:1][C:2]([F:28])([F:27])[C:3]([C:10]1[CH:26]=[CH:25][CH:24]=[CH:23][C:11]=1[O:12][C:13]1[CH:14]=[N:15][C:16]2[C:21]([CH:22]=1)=[CH:20][CH:19]=[CH:18][CH:17]=2)([CH3:9])[O:4][Si](C)(C)C.[F-].C([N+](CCCC)(CCCC)CCCC)CCC. Product: [F:28][C:2]([F:1])([F:27])[C:3]([C:10]1[CH:26]=[CH:25][CH:24]=[CH:23][C:11]=1[O:12][C:13]1[CH:14]=[N:15][C:16]2[C:21]([CH:22]=1)=[CH:20][CH:19]=[CH:18][CH:17]=2)([OH:4])[CH3:9]. The catalyst class is: 7. (2) Reactant: [N:1]1[CH:6]=[CH:5][C:4]([NH:7][C:8]2[CH:13]=[CH:12][C:11]([C:14]3[C:18]4[CH2:19][C:20]5[S:21][CH:22]=[CH:23][C:24]=5[C:17]=4[N:16](COCC[Si](C)(C)C)[N:15]=3)=[CH:10][CH:9]=2)=[CH:3][CH:2]=1.[ClH:33]. Product: [ClH:33].[S:21]1[CH:22]=[CH:23][C:24]2[C:17]3[NH:16][N:15]=[C:14]([C:11]4[CH:10]=[CH:9][C:8]([NH:7][C:4]5[CH:3]=[CH:2][N:1]=[CH:6][CH:5]=5)=[CH:13][CH:12]=4)[C:18]=3[CH2:19][C:20]1=2. The catalyst class is: 5. (3) Reactant: [Cl:1][C:2]1[CH:7]=[CH:6][C:5]([CH:8]2[CH2:13][CH2:12][NH:11][CH2:10][C:9]2([CH3:15])[CH3:14])=[CH:4][CH:3]=1.[NH:16]([C:24]([O:26][C:27]([CH3:30])([CH3:29])[CH3:28])=[O:25])[C@@H:17]([C:21](O)=[O:22])[CH:18]([CH3:20])[CH3:19].C1C=CC2N(O)N=NC=2C=1.C(N(CC)CC)C.C(Cl)CCl. Product: [Cl:1][C:2]1[CH:7]=[CH:6][C:5]([CH:8]2[CH2:13][CH2:12][N:11]([C:21](=[O:22])[C@H:17]([NH:16][C:24](=[O:25])[O:26][C:27]([CH3:30])([CH3:29])[CH3:28])[CH:18]([CH3:20])[CH3:19])[CH2:10][C:9]2([CH3:15])[CH3:14])=[CH:4][CH:3]=1. The catalyst class is: 2. (4) Reactant: [N:1]1[C:6]([CH2:7][OH:8])=[CH:5][CH:4]=[CH:3][C:2]=1[CH2:9][OH:10].[H-].[Na+].[CH2:13](Br)[CH:14]=[CH2:15]. Product: [CH2:15]([O:8][CH2:7][C:6]1[N:1]=[C:2]([CH2:9][OH:10])[CH:3]=[CH:4][CH:5]=1)[CH:14]=[CH2:13]. The catalyst class is: 6.